This data is from Full USPTO retrosynthesis dataset with 1.9M reactions from patents (1976-2016). The task is: Predict the reactants needed to synthesize the given product. (1) Given the product [CH3:45][O:44][C:42](=[O:43])[CH2:41][CH2:40][CH2:39][N:19]1[C:20]2[C:25](=[CH:24][C:23]([O:26][CH:27]([F:28])[F:29])=[CH:22][CH:21]=2)[C:17]([C:14]2[N:15]=[C:16]3[C:8]([C:6](=[O:7])[NH:5][C:1]([CH3:4])([CH3:3])[CH3:2])=[CH:9][N:10]([CH2:30][O:31][CH2:32][CH2:33][Si:34]([CH3:37])([CH3:36])[CH3:35])[C:11]3=[N:12][CH:13]=2)=[N:18]1, predict the reactants needed to synthesize it. The reactants are: [C:1]([NH:5][C:6]([C:8]1[C:16]2[C:11](=[N:12][CH:13]=[C:14]([C:17]3[C:25]4[C:20](=[CH:21][CH:22]=[C:23]([O:26][CH:27]([F:29])[F:28])[CH:24]=4)[NH:19][N:18]=3)[N:15]=2)[N:10]([CH2:30][O:31][CH2:32][CH2:33][Si:34]([CH3:37])([CH3:36])[CH3:35])[CH:9]=1)=[O:7])([CH3:4])([CH3:3])[CH3:2].Br[CH2:39][CH2:40][CH2:41][C:42]([O:44][CH3:45])=[O:43].C(=O)([O-])[O-].[Cs+].[Cs+]. (2) Given the product [CH3:20][O:19][Si:17]([CH2:16][NH:13][C:14]([CH:2]([C:1]([O:8][CH3:9])=[O:7])[C:3]([O:5][CH3:6])=[O:4])=[O:15])([O:21][CH3:22])[CH3:18], predict the reactants needed to synthesize it. The reactants are: [C:1]([O:8][CH3:9])(=[O:7])[CH2:2][C:3]([O:5][CH3:6])=[O:4].C[O-].[Na+].[N:13]([CH2:16][Si:17]([O:21][CH3:22])([O:19][CH3:20])[CH3:18])=[C:14]=[O:15]. (3) Given the product [C:38]([O:42][C:43]([N:45]1[C:49]([NH:50][C:14](=[O:16])[CH:13]([C:10]2[CH:9]=[CH:8][C:7]([N:3]3[CH2:4][CH2:5][CH2:6][C:2]3=[O:1])=[CH:12][CH:11]=2)[CH3:17])=[CH:48][C:47]([CH:51]2[CH2:52][CH2:53]2)=[N:46]1)=[O:44])([CH3:41])([CH3:39])[CH3:40], predict the reactants needed to synthesize it. The reactants are: [O:1]=[C:2]1[CH2:6][CH2:5][CH2:4][N:3]1[C:7]1[CH:12]=[CH:11][C:10]([CH:13]([CH3:17])[C:14]([OH:16])=O)=[CH:9][CH:8]=1.C(N(CC)C(C)C)(C)C.CN(C)CCCN=C=NCC.[C:38]([O:42][C:43]([N:45]1[C:49]([NH2:50])=[CH:48][C:47]([CH:51]2[CH2:53][CH2:52]2)=[N:46]1)=[O:44])([CH3:41])([CH3:40])[CH3:39]. (4) Given the product [CH2:5]([N:12]([C:13]1([CH:15]2[CH2:19][CH2:18][N:17]([CH2:20][C:21]3[CH:26]=[CH:25][CH:24]=[CH:23][CH:22]=3)[CH2:16]2)[CH2:2][CH2:1]1)[CH:27]1[CH2:32][CH2:31][N:30]([C:33]([O:35][C:36]([CH3:39])([CH3:38])[CH3:37])=[O:34])[CH2:29][CH2:28]1)[C:6]1[CH:11]=[CH:10][CH:9]=[CH:8][CH:7]=1, predict the reactants needed to synthesize it. The reactants are: [CH2:1]([Mg]Br)[CH3:2].[CH2:5]([N:12]([CH:27]1[CH2:32][CH2:31][N:30]([C:33]([O:35][C:36]([CH3:39])([CH3:38])[CH3:37])=[O:34])[CH2:29][CH2:28]1)[C:13]([CH:15]1[CH2:19][CH2:18][N:17]([CH2:20][C:21]2[CH:26]=[CH:25][CH:24]=[CH:23][CH:22]=2)[CH2:16]1)=O)[C:6]1[CH:11]=[CH:10][CH:9]=[CH:8][CH:7]=1. (5) Given the product [CH3:1][O:2][C:3]([C@H:5]1[C@@H:11]([C:12]2[CH:17]=[CH:16][C:15]([C:25]3[CH:29]=[CH:28][S:27][CH:26]=3)=[CH:14][CH:13]=2)[CH2:10][C@H:9]2[N:22]([CH3:23])[C@@H:6]1[CH2:7][CH2:8]2)=[O:4], predict the reactants needed to synthesize it. The reactants are: [CH3:1][O:2][C:3]([C@H:5]1[CH:11]([C:12]2[CH:17]=[CH:16][C:15]([Sn](C)(C)C)=[CH:14][CH:13]=2)[CH2:10][C@H:9]2[N:22]([CH3:23])[C@@H:6]1[CH2:7][CH2:8]2)=[O:4].Br[C:25]1[CH:29]=[CH:28][S:27][CH:26]=1. (6) Given the product [C:15]([C:11]1[CH:12]=[CH:13][CH:14]=[C:9]([C:1]([CH3:4])([CH3:3])[CH3:2])[N:10]=1)#[N:16], predict the reactants needed to synthesize it. The reactants are: [C:1](S)([CH3:4])([CH3:3])[CH3:2].[H-].[Na+].Cl[C:9]1[CH:14]=[CH:13][CH:12]=[C:11]([C:15]#[N:16])[N:10]=1.